From a dataset of Forward reaction prediction with 1.9M reactions from USPTO patents (1976-2016). Predict the product of the given reaction. (1) The product is: [F:27][C:21]1[CH:22]=[C:23]([F:26])[CH:24]=[CH:25][C:20]=1[N:16]1[C:15]([C:9]2[S:8][C:7]3[C:6]4[N:28]=[C:2]([C:36]5[CH:37]=[CH:38][C:39]([OH:42])=[N:40][CH:41]=5)[CH:3]=[CH:4][C:5]=4[O:14][CH2:13][CH2:12][C:11]=3[CH:10]=2)=[N:19][CH:18]=[N:17]1. Given the reactants Cl[C:2]1[CH:3]=[CH:4][C:5]2[O:14][CH2:13][CH2:12][C:11]3[CH:10]=[C:9]([C:15]4[N:16]([C:20]5[CH:25]=[CH:24][C:23]([F:26])=[CH:22][C:21]=5[F:27])[N:17]=[CH:18][N:19]=4)[S:8][C:7]=3[C:6]=2[N:28]=1.CC1(C)C(C)OB([C:36]2[CH:37]=[CH:38][C:39]([OH:42])=[N:40][CH:41]=2)O1.C([O-])([O-])=O.[Cs+].[Cs+], predict the reaction product. (2) Given the reactants [F:1][C:2]([F:31])([F:30])[C:3]1[CH:4]=[C:5]([N:9]2[CH2:14][CH2:13][N:12]([C:15]([C@H:17]3[CH2:21][CH2:20][C@@H:19]([NH:22]C(=O)OC(C)(C)C)[CH2:18]3)=[O:16])[CH2:11][CH2:10]2)[CH:6]=[CH:7][CH:8]=1.[F:32][C:33]([F:38])([F:37])[C:34]([OH:36])=[O:35], predict the reaction product. The product is: [F:32][C:33]([F:38])([F:37])[C:34]([OH:36])=[O:35].[F:32][C:33]([F:38])([F:37])[C:34]([OH:36])=[O:35].[F:31][C:2]([F:1])([F:30])[C:3]1[CH:4]=[C:5]([N:9]2[CH2:14][CH2:13][N:12]([C:15]([C@H:17]3[CH2:21][CH2:20][C@@H:19]([NH2:22])[CH2:18]3)=[O:16])[CH2:11][CH2:10]2)[CH:6]=[CH:7][CH:8]=1. (3) The product is: [CH2:36]([S:28][C:5]1[NH:4][C:3]2[C:7](=[N:8][C:9]([C:11]3[C:19]4[C:14](=[N:15][CH:16]=[CH:17][CH:18]=4)[N:13]([CH2:20][C:21]4[CH:26]=[CH:25][CH:24]=[CH:23][C:22]=4[F:27])[N:12]=3)=[N:10][C:2]=2[NH2:1])[N:6]=1)[CH3:37]. Given the reactants [NH2:1][C:2]1[N:10]=[C:9]([C:11]2[C:19]3[C:14](=[N:15][CH:16]=[CH:17][CH:18]=3)[N:13]([CH2:20][C:21]3[CH:26]=[CH:25][CH:24]=[CH:23][C:22]=3[F:27])[N:12]=2)[N:8]=[C:7]2[C:3]=1[NH:4][C:5](=[S:28])[NH:6]2.C(=O)([O-])[O-].[K+].[K+].I[CH2:36][CH3:37], predict the reaction product. (4) Given the reactants C[O:2][C:3](=[O:12])[C:4]1[CH:9]=[C:8]([NH2:10])[CH:7]=[CH:6][C:5]=1[Cl:11].Cl.[N:14]([O-])=O.[Na+].[C:18]([O-:21])(=[O:20])[CH3:19].[Na+].C([O:25][C:26](=O)[NH:27][C:28](=[O:38])C[C:28]([NH:27][C:26]([O:25]CC)=O)=[O:38])C.S(=O)(=O)(O)O, predict the reaction product. The product is: [C:3]([C:4]1[CH:9]=[C:8]([N:10]2[C:28](=[O:38])[NH:27][C:26](=[O:25])[C:19]([C:18]([OH:21])=[O:20])=[N:14]2)[CH:7]=[CH:6][C:5]=1[Cl:11])([OH:2])=[O:12]. (5) Given the reactants [CH3:1][CH:2]([NH2:7])[CH:3]([CH3:6])[CH2:4][CH3:5].[CH2:8]([O:11][C:12]1[C:20]([O:21][CH3:22])=[CH:19][C:15]([C:16](Cl)=[O:17])=[CH:14][C:13]=1[O:23][CH3:24])[C:9]#[CH:10], predict the reaction product. The product is: [CH3:1][CH:2]([NH:7][C:16](=[O:17])[C:15]1[CH:14]=[C:13]([O:23][CH3:24])[C:12]([O:11][CH2:8][C:9]#[CH:10])=[C:20]([O:21][CH3:22])[CH:19]=1)[CH:3]([CH3:6])[CH2:4][CH3:5]. (6) The product is: [Cl:15][C:16]1[CH:17]=[N:18][CH:19]=[C:20]([Cl:37])[C:21]=1[NH:22][C:23]1[C:32]2[C:27](=[C:28]([O:35][CH2:2][CH2:3][CH2:4][CH2:5][CH2:6][CH2:7][CH2:8][CH2:9][C:10]([OH:12])=[O:11])[C:29]([O:33][CH3:34])=[CH:30][CH:31]=2)[O:26][C:25](=[O:36])[CH:24]=1. Given the reactants Br[CH2:2][CH2:3][CH2:4][CH2:5][CH2:6][CH2:7][CH2:8][CH2:9][C:10]([O:12]CC)=[O:11].[Cl:15][C:16]1[CH:17]=[N:18][CH:19]=[C:20]([Cl:37])[C:21]=1[NH:22][C:23]1[C:32]2[C:27](=[C:28]([OH:35])[C:29]([O:33][CH3:34])=[CH:30][CH:31]=2)[O:26][C:25](=[O:36])[CH:24]=1, predict the reaction product.